From a dataset of Catalyst prediction with 721,799 reactions and 888 catalyst types from USPTO. Predict which catalyst facilitates the given reaction. (1) Reactant: I[C:2]1[N:3]=[C:4]([CH:12]2[CH2:15][CH:14]([N:16]3[CH2:21][CH2:20][N:19]([CH3:22])[CH2:18][CH2:17]3)[CH2:13]2)[N:5]2[CH:10]=[CH:9][N:8]=[C:7]([NH2:11])[C:6]=12.[CH3:23][C:24]1[C:33]2[C:28](=[CH:29][C:30](B3OC(C)(C)[C:36](C)(C)[O:35]3)=[CH:31][CH:32]=2)[N:27]=[C:26]([C:43]2[CH:48]=[CH:47][CH:46]=[CH:45][CH:44]=2)[CH:25]=1.C(=O)([O-])[O-].[Cs+].[Cs+]. Product: [NH3:3].[CH3:36][OH:35].[CH3:23][C:24]1[C:33]2[C:28](=[CH:29][C:30]([C:2]3[N:3]=[C:4]([CH:12]4[CH2:15][CH:14]([N:16]5[CH2:21][CH2:20][N:19]([CH3:22])[CH2:18][CH2:17]5)[CH2:13]4)[N:5]4[CH:10]=[CH:9][N:8]=[C:7]([NH2:11])[C:6]=34)=[CH:31][CH:32]=2)[N:27]=[C:26]([C:43]2[CH:48]=[CH:47][CH:46]=[CH:45][CH:44]=2)[CH:25]=1. The catalyst class is: 108. (2) Reactant: CS(O[CH2:6][CH:7]1[CH2:12][CH2:11][N:10]([C:13]([O-:15])=[O:14])[CH2:9][CH2:8]1)(=O)=O.[I-:16].[Na+].O. Product: [I:16][CH2:6][CH:7]1[CH2:12][CH2:11][N:10]([C:13]([O:15][C:7]([CH3:12])([CH3:8])[CH3:6])=[O:14])[CH2:9][CH2:8]1. The catalyst class is: 10. (3) Reactant: Br[C:2]1[CH:7]=[CH:6][C:5]([Br:8])=[CH:4][N:3]=1.[C:9]1(B(O)O)[CH:14]=[CH:13][CH:12]=[CH:11][CH:10]=1.C(=O)([O-])[O-].[Na+].[Na+]. Product: [Br:8][C:5]1[CH:6]=[CH:7][C:2]([C:9]2[CH:14]=[CH:13][CH:12]=[CH:11][CH:10]=2)=[N:3][CH:4]=1. The catalyst class is: 206. (4) Reactant: [OH:1][CH2:2][C:3]1[C:12]2[C:7](=[CH:8][CH:9]=[CH:10][CH:11]=2)[CH:6]=[C:5]([C:13]#[N:14])[CH:4]=1. Product: [CH:2]([C:3]1[C:12]2[C:7](=[CH:8][CH:9]=[CH:10][CH:11]=2)[CH:6]=[C:5]([C:13]#[N:14])[CH:4]=1)=[O:1]. The catalyst class is: 158. (5) Reactant: [C:1]([O:5][C:6]([NH:8][C@@H:9]([CH2:13][C:14]1[CH:19]=[CH:18][CH:17]=[CH:16][CH:15]=1)[C:10]([OH:12])=[O:11])=[O:7])([CH3:4])([CH3:3])[CH3:2].C1CCC(N=C=NC2CCCCC2)CC1.C1C=CC2N(O)N=NC=2C=1.[N:45]12[CH2:52][CH2:51][CH:48]([CH2:49][CH2:50]1)[C@@H:47](O)[CH2:46]2. Product: [C:1]([O:5][C:6]([NH:8][C@@H:9]([CH2:13][C:14]1[CH:15]=[CH:16][CH:17]=[CH:18][CH:19]=1)[C:10]([O:12][C@@H:47]1[CH:48]2[CH2:51][CH2:52][N:45]([CH2:50][CH2:49]2)[CH2:46]1)=[O:11])=[O:7])([CH3:4])([CH3:2])[CH3:3]. The catalyst class is: 1. (6) The catalyst class is: 52. Reactant: [CH2:1]([C@@H:8]([NH:16][C:17]([CH2:19][CH2:20][CH2:21][C:22]1[CH:30]=[CH:29][CH:28]=[CH:27][C:23]=1[C:24]([OH:26])=[O:25])=[O:18])[C@H:9]([C:11]([O:13]CC)=[O:12])[OH:10])[C:2]1[CH:7]=[CH:6][CH:5]=[CH:4][CH:3]=1.C1COCC1.[OH-].[Na+]. Product: [CH2:1]([C@@H:8]([NH:16][C:17]([CH2:19][CH2:20][CH2:21][C:22]1[CH:30]=[CH:29][CH:28]=[CH:27][C:23]=1[C:24]([OH:26])=[O:25])=[O:18])[C@H:9]([C:11]([OH:13])=[O:12])[OH:10])[C:2]1[CH:7]=[CH:6][CH:5]=[CH:4][CH:3]=1. (7) Reactant: [Cl:1][C:2]1[C:7]([CH:8]=[O:9])=[CH:6][N:5]=[C:4]2[NH:10][CH:11]=[CH:12][C:3]=12.[H-].[Na+].[CH3:15][Si:16]([CH2:19][CH2:20][O:21][CH2:22]Cl)([CH3:18])[CH3:17]. Product: [Cl:1][C:2]1[C:7]([CH:8]=[O:9])=[CH:6][N:5]=[C:4]2[N:10]([CH2:22][O:21][CH2:20][CH2:19][Si:16]([CH3:18])([CH3:17])[CH3:15])[CH:11]=[CH:12][C:3]=12. The catalyst class is: 1. (8) The catalyst class is: 40. Product: [Cl:13][C:12]1[C:8]([C:6](=[O:7])[N:5]([CH2:1][CH2:2][CH2:3][CH3:4])[CH2:25][CH2:26][CH2:27][CH3:28])=[N:9][N:10]([C:15]2[CH:20]=[CH:19][C:18]([O:21][CH3:22])=[CH:17][C:16]=2[C:23]([OH:33])=[O:29])[C:11]=1[CH3:14]. Reactant: [CH2:1]([N:5]([CH2:25][CH2:26][CH2:27][CH3:28])[C:6]([C:8]1[C:12]([Cl:13])=[C:11]([CH3:14])[N:10]([C:15]2[CH:20]=[CH:19][C:18]([O:21][CH3:22])=[CH:17][C:16]=2[C:23]#N)[N:9]=1)=[O:7])[CH2:2][CH2:3][CH3:4].[OH-:29].[K+].Cl.C[OH:33].C(Cl)Cl. (9) Reactant: Cl[C:2]1[N:7]=[C:6]([S:8][CH3:9])[N:5]=[C:4]([NH2:10])[CH:3]=1.[NH:11]1[CH2:16][CH2:15][CH:14]([NH:17][C:18](=[O:24])[O:19][C:20]([CH3:23])([CH3:22])[CH3:21])[CH2:13][CH2:12]1. Product: [NH2:10][C:4]1[N:5]=[C:6]([S:8][CH3:9])[N:7]=[C:2]([N:11]2[CH2:12][CH2:13][CH:14]([NH:17][C:18](=[O:24])[O:19][C:20]([CH3:21])([CH3:23])[CH3:22])[CH2:15][CH2:16]2)[CH:3]=1. The catalyst class is: 37.